Dataset: Full USPTO retrosynthesis dataset with 1.9M reactions from patents (1976-2016). Task: Predict the reactants needed to synthesize the given product. (1) The reactants are: [F:1][C:2]1[CH:56]=[CH:55][C:5]([CH2:6][NH:7][C:8]([O:10][CH2:11][C@H:12]2[N:17](C(OC(C)(C)C)=O)[CH2:16][C@@H:15]([CH2:25][CH2:26][C:27]3[C:28]([NH:33][C:34](=[O:54])[C@H:35]([CH:41]([C:48]4[CH:53]=[CH:52][CH:51]=[CH:50][CH:49]=4)[C:42]4[CH:47]=[CH:46][CH:45]=[CH:44][CH:43]=4)[NH:36][C:37]([O:39][CH3:40])=[O:38])=[N:29][CH:30]=[CH:31][CH:32]=3)[O:14][CH2:13]2)=[O:9])=[CH:4][CH:3]=1.C(Cl)Cl.[C:60]([OH:66])([C:62]([F:65])([F:64])[F:63])=[O:61]. Given the product [F:1][C:2]1[CH:3]=[CH:4][C:5]([CH2:6][NH:7][C:8]([O:10][CH2:11][C@H:12]2[NH:17][CH2:16][C@@H:15]([CH2:25][CH2:26][C:27]3[C:28]([NH:33][C:34](=[O:54])[C@H:35]([CH:41]([C:48]4[CH:49]=[CH:50][CH:51]=[CH:52][CH:53]=4)[C:42]4[CH:43]=[CH:44][CH:45]=[CH:46][CH:47]=4)[NH:36][C:37]([O:39][CH3:40])=[O:38])=[N:29][CH:30]=[CH:31][CH:32]=3)[O:14][CH2:13]2)=[O:9])=[CH:55][CH:56]=1.[C:60]([OH:66])([C:62]([F:65])([F:64])[F:63])=[O:61], predict the reactants needed to synthesize it. (2) Given the product [OH:22][C:13]1[CH:12]=[N:11][C:10]([C:6]2[CH:5]=[C:4]([C:1](=[O:3])[CH3:2])[CH:9]=[CH:8][CH:7]=2)=[N:15][CH:14]=1, predict the reactants needed to synthesize it. The reactants are: [C:1]([C:4]1[CH:5]=[C:6]([C:10]2[N:15]=[CH:14][C:13](N=CN(C)C)=[CH:12][N:11]=2)[CH:7]=[CH:8][CH:9]=1)(=[O:3])[CH3:2].S(=O)(=O)(O)[OH:22]. (3) Given the product [CH:24]1([N:22]([CH3:23])[C:4]2[C:5]([CH3:21])=[C:6]([CH:20]=[C:2]([C:34]3[CH:33]=[N:32][N:31]([CH3:30])[CH:35]=3)[CH:3]=2)[C:7]([NH:9][CH2:10][C:11]2[C:12](=[O:19])[NH:13][C:14]([CH3:18])=[CH:15][C:16]=2[CH3:17])=[O:8])[CH2:29][CH2:28][CH2:27][CH2:26][CH2:25]1, predict the reactants needed to synthesize it. The reactants are: Br[C:2]1[CH:3]=[C:4]([N:22]([CH:24]2[CH2:29][CH2:28][CH2:27][CH2:26][CH2:25]2)[CH3:23])[C:5]([CH3:21])=[C:6]([CH:20]=1)[C:7]([NH:9][CH2:10][C:11]1[C:12](=[O:19])[NH:13][C:14]([CH3:18])=[CH:15][C:16]=1[CH3:17])=[O:8].[CH3:30][N:31]1[CH:35]=[C:34](B2OC(C)(C)C(C)(C)O2)[CH:33]=[N:32]1.C([O-])([O-])=O.[Na+].[Na+].